Dataset: Reaction yield outcomes from USPTO patents with 853,638 reactions. Task: Predict the reaction yield, written as a fraction of the theoretical maximum amount of product (1.0 means a 100% yield; for example, 0.34 means a 34% yield). The reactants are C([O:3][CH:4](OCC)[C:5]1[S:6][CH:7]=[C:8]([C:10]([O:12][CH3:13])=[O:11])[N:9]=1)C.Cl. The catalyst is CC(C)=O.C(Cl)Cl. The product is [CH:4]([C:5]1[S:6][CH:7]=[C:8]([C:10]([O:12][CH3:13])=[O:11])[N:9]=1)=[O:3]. The yield is 0.540.